From a dataset of Catalyst prediction with 721,799 reactions and 888 catalyst types from USPTO. Predict which catalyst facilitates the given reaction. (1) Reactant: [CH3:1][O:2][C:3]1[CH:8]=[CH:7][CH:6]=[CH:5][C:4]=1[SH:9].C(=O)([O-])[O-].[K+].[K+].Br[CH:17]([CH3:21])[C:18]([OH:20])=[O:19]. Product: [CH3:1][O:2][C:3]1[CH:8]=[CH:7][CH:6]=[CH:5][C:4]=1[S:9][CH2:21][CH2:17][C:18]([OH:20])=[O:19]. The catalyst class is: 3. (2) Reactant: Cl[C:2]1[O:3][C:4]([C:7]2[N:12]=[C:11]([NH:13][C:14]3[CH:19]=[C:18]([CH3:20])[CH:17]=[CH:16][N:15]=3)[CH:10]=[CH:9][CH:8]=2)=[CH:5][N:6]=1.C([O-])([O-])=O.[K+].[K+].[CH:27]1([SH:33])[CH2:32][CH2:31][CH2:30][CH2:29][CH2:28]1.O. Product: [CH:27]1([S:33][C:2]2[O:3][C:4]([C:7]3[N:12]=[C:11]([NH:13][C:14]4[CH:19]=[C:18]([CH3:20])[CH:17]=[CH:16][N:15]=4)[CH:10]=[CH:9][CH:8]=3)=[CH:5][N:6]=2)[CH2:32][CH2:31][CH2:30][CH2:29][CH2:28]1. The catalyst class is: 41. (3) Reactant: O=[C:2]1[CH:7]([C:8]2[CH:13]=[CH:12][CH:11]=[CH:10][CH:9]=2)[NH:6][CH2:5][CH2:4][NH:3]1.O.[OH-].[Na+]. Product: [C:8]1([CH:7]2[CH2:2][NH:3][CH2:4][CH2:5][NH:6]2)[CH:9]=[CH:10][CH:11]=[CH:12][CH:13]=1. The catalyst class is: 1. (4) Reactant: C([O:5][C:6]1[C:7](=O)[C:8](=O)[C:9]=1[CH:10]=[C:11]1[C:19]([CH3:21])([CH3:20])[C:18]2[C:13](=[CH:14][CH:15]=[CH:16][CH:17]=2)[N:12]1[CH3:22])CCC.[N:25]#[C:26][NH2:27].[CH2:28]([N:30]([CH2:33][CH3:34])[CH2:31][CH3:32])[CH3:29]. Product: [CH2:28]([NH+:30]([CH2:33][CH3:34])[CH2:31][CH3:32])[CH3:29].[C:26]([N:27]=[C:8]1[C:7](=[CH:32][CH2+:31]2[C:11]([CH3:19])([CH3:10])[C:34]3[C:33](=[CH:7][CH:6]=[CH:9][CH:8]=3)[N:30]2[CH3:28])[C:6]([O-:5])=[C:9]1[CH:10]=[C:11]1[C:19]([CH3:21])([CH3:20])[C:18]2[C:13](=[CH:14][CH:15]=[CH:16][CH:17]=2)[N:12]1[CH3:22])#[N:25]. The catalyst class is: 8.